From a dataset of Reaction yield outcomes from USPTO patents with 853,638 reactions. Predict the reaction yield, written as a fraction of the theoretical maximum amount of product (1.0 means a 100% yield; for example, 0.34 means a 34% yield). The reactants are [C:1](Cl)([C:14]1[CH:19]=[CH:18][CH:17]=[CH:16][CH:15]=1)([C:8]1[CH:13]=[CH:12][CH:11]=[CH:10][CH:9]=1)[C:2]1[CH:7]=[CH:6][CH:5]=[CH:4][CH:3]=1.Cl.[NH:22]1[CH2:27][CH2:26][CH2:25][C:24](=[O:28])[CH2:23]1.C(N(CC)CC)C. The catalyst is C(Cl)Cl. The product is [C:1]([N:22]1[CH2:27][CH2:26][CH2:25][C:24](=[O:28])[CH2:23]1)([C:14]1[CH:19]=[CH:18][CH:17]=[CH:16][CH:15]=1)([C:8]1[CH:13]=[CH:12][CH:11]=[CH:10][CH:9]=1)[C:2]1[CH:7]=[CH:6][CH:5]=[CH:4][CH:3]=1. The yield is 0.330.